Dataset: Forward reaction prediction with 1.9M reactions from USPTO patents (1976-2016). Task: Predict the product of the given reaction. (1) Given the reactants [F:1][C:2]1[CH:7]=[C:6]([F:8])[CH:5]=[CH:4][C:3]=1[N:9]1[C:13]([C:14]2[S:30][C:17]3[C:18]4[CH:26]=[CH:25][C:24]([C:27](O)=[O:28])=[CH:23][C:19]=4[O:20][CH2:21][CH2:22][C:16]=3[CH:15]=2)=[N:12][CH:11]=[N:10]1.[Cl-].[NH4+].C[N:34](C(ON1N=NC2C=CC=NC1=2)=[N+](C)C)C.F[P-](F)(F)(F)(F)F.CCN(C(C)C)C(C)C, predict the reaction product. The product is: [F:1][C:2]1[CH:7]=[C:6]([F:8])[CH:5]=[CH:4][C:3]=1[N:9]1[C:13]([C:14]2[S:30][C:17]3[C:18]4[CH:26]=[CH:25][C:24]([C:27]([NH2:34])=[O:28])=[CH:23][C:19]=4[O:20][CH2:21][CH2:22][C:16]=3[CH:15]=2)=[N:12][CH:11]=[N:10]1. (2) The product is: [OH:6][C@@H:7]1[CH2:32][CH2:31][CH2:30][CH2:29][C:28]2=[CH:33][C:24](=[CH:25][CH:26]=[CH:27]2)[C@@H:23]([CH3:34])[NH:22][C:21](=[O:35])[C@H:20]2[NH:36][N:16]([CH2:17][CH2:18][CH2:19]2)[C:15](=[O:37])[C@H:14]([CH3:38])[NH:13][C:12](=[O:39])[C@H:11]([CH:40]([CH3:42])[CH3:41])[O:10][C:9](=[O:43])[C@@H:8]1[CH3:44]. Given the reactants C([Si](C)(C)[O:6][C@@H:7]1[CH2:32][CH2:31][CH:30]=[CH:29][C:28]2=[CH:33][C:24](=[CH:25][CH:26]=[CH:27]2)[C@@H:23]([CH3:34])[NH:22][C:21](=[O:35])[C@H:20]2[NH:36][N:16]([CH2:17][CH2:18][CH2:19]2)[C:15](=[O:37])[C@H:14]([CH3:38])[NH:13][C:12](=[O:39])[C@H:11]([CH:40]([CH3:42])[CH3:41])[O:10][C:9](=[O:43])[C@@H:8]1[CH3:44])(C)(C)C.F, predict the reaction product. (3) Given the reactants [O:1]1[C:6]2[CH:7]=[CH:8][CH:9]=[CH:10][C:5]=2[NH:4][CH2:3][CH2:2]1.[Cl:11][C:12]1[CH:13]=[C:14]([CH:18]=[C:19]([Cl:21])[CH:20]=1)[C:15](Cl)=[O:16], predict the reaction product. The product is: [Cl:11][C:12]1[CH:13]=[C:14]([C:15]([N:4]2[C:5]3[CH:10]=[CH:9][CH:8]=[CH:7][C:6]=3[O:1][CH2:2][CH2:3]2)=[O:16])[CH:18]=[C:19]([Cl:21])[CH:20]=1. (4) Given the reactants [CH:1]([C:3]1[CH:14]=[CH:13][C:6]([CH:7]=[CH:8][C:9]([O:11][CH3:12])=[O:10])=[CH:5][CH:4]=1)=O.Cl.[NH2:16][OH:17].C([O-])(=O)C.[Na+], predict the reaction product. The product is: [OH:17][N:16]=[CH:1][C:3]1[CH:14]=[CH:13][C:6]([CH:7]=[CH:8][C:9]([O:11][CH3:12])=[O:10])=[CH:5][CH:4]=1.